Dataset: Full USPTO retrosynthesis dataset with 1.9M reactions from patents (1976-2016). Task: Predict the reactants needed to synthesize the given product. Given the product [Cl:1][C:2]1[CH:14]=[CH:13][C:5]2[S:6][C:7]([C:10]([NH:15][CH:16]([C:18]3[CH:19]=[C:20]([CH:35]=[C:36]([CH3:38])[CH:37]=3)[O:21][C:22]3[CH:27]=[CH:26][C:25]([CH2:28][CH2:29][C:30]([OH:32])=[O:31])=[C:24]([CH2:33][CH3:34])[CH:23]=3)[CH3:17])=[O:12])=[C:8]([CH3:9])[C:4]=2[CH:3]=1, predict the reactants needed to synthesize it. The reactants are: [Cl:1][C:2]1[CH:14]=[CH:13][C:5]2[S:6][C:7]([C:10]([OH:12])=O)=[C:8]([CH3:9])[C:4]=2[CH:3]=1.[NH2:15][C@@H:16]([C:18]1[CH:19]=[C:20]([CH:35]=[C:36]([CH3:38])[CH:37]=1)[O:21][C:22]1[CH:27]=[CH:26][C:25]([CH2:28][CH2:29][C:30]([OH:32])=[O:31])=[C:24]([CH2:33][CH3:34])[CH:23]=1)[CH3:17].